Dataset: Reaction yield outcomes from USPTO patents with 853,638 reactions. Task: Predict the reaction yield, written as a fraction of the theoretical maximum amount of product (1.0 means a 100% yield; for example, 0.34 means a 34% yield). (1) The catalyst is CO. The reactants are COC1C=C(OC)C=CC=1C[N:6]([C:35]1[CH:40]=[CH:39][N:38]=[CH:37][N:36]=1)[S:7]([C:10]1[CH:15]=[CH:14][C:13]([O:16][C@H:17]2[CH2:22][CH2:21][CH2:20][CH2:19][C@@H:18]2[C:23]2[CH:24]=[N:25][N:26](C3CCCCO3)[CH:27]=2)=[CH:12][C:11]=1[F:34])(=[O:9])=[O:8].C([SiH](CC)CC)C.FC(F)(F)C(O)=O.ClCCl. The yield is 0.760. The product is [F:34][C:11]1[CH:12]=[C:13]([O:16][C@H:17]2[CH2:22][CH2:21][CH2:20][CH2:19][C@@H:18]2[C:23]2[CH:24]=[N:25][NH:26][CH:27]=2)[CH:14]=[CH:15][C:10]=1[S:7]([NH:6][C:35]1[CH:40]=[CH:39][N:38]=[CH:37][N:36]=1)(=[O:8])=[O:9]. (2) The reactants are C1(S([CH:10]2[CH2:16][C:15]3([C:25]4[CH:30]=[CH:29][CH:28]=[CH:27][CH:26]=4)[N:17]([CH2:18][C:19]4[CH:24]=[CH:23][CH:22]=[CH:21][CH:20]=4)[CH:11]2[CH2:12][CH2:13][CH:14]3[NH:31]OC)(=O)=O)C=CC=CC=1.[Na]. The catalyst is C1COCC1. The product is [CH2:18]([N:17]1[CH:11]2[CH2:10][CH2:16][C:15]1([C:25]1[CH:30]=[CH:29][CH:28]=[CH:27][CH:26]=1)[CH:14]([NH2:31])[CH2:13][CH2:12]2)[C:19]1[CH:20]=[CH:21][CH:22]=[CH:23][CH:24]=1. The yield is 0.680. (3) The reactants are [C:1](#[N:8])[C:2]1[CH:7]=[CH:6][CH:5]=[CH:4][CH:3]=1.[NH2:9][OH:10]. The catalyst is CCO. The product is [OH:10][N:9]=[C:1]([NH2:8])[C:2]1[CH:7]=[CH:6][CH:5]=[CH:4][CH:3]=1. The yield is 1.00. (4) The reactants are [OH-:1].[Na+:2].C([OH:5])C.[CH:6]1[N:10]=[CH:9][N:8]([CH2:11][C:12]([P:18]([OH:21])([OH:20])=[O:19])([P:14]([OH:17])([OH:16])=[O:15])[OH:13])[CH:7]=1. The catalyst is O. The product is [CH:6]1[N:10]=[CH:9][N:8]([CH2:11][C:12]([P:14]([O-:17])([OH:16])=[O:15])([P:18]([O-:20])([OH:21])=[O:19])[OH:13])[CH:7]=1.[OH2:5].[OH2:1].[OH2:5].[OH2:5].[Na+:2].[Na+:2]. The yield is 0.840. (5) The reactants are [H-].[Na+].[Br:3][C:4]1[NH:5][C:6]2[C:11]([C:12]=1[CH:13]1[CH2:18][CH2:17][CH2:16][CH2:15][CH2:14]1)=[CH:10][CH:9]=[C:8]([C:19]([O:21][CH3:22])=[O:20])[CH:7]=2.N1C2C(=CC=C(C(OC)=O)C=2)C=C1.Br[CH2:37][CH:38]1[O:42][CH2:41][CH2:40][O:39]1. The catalyst is CN(C=O)C. The product is [Br:3][C:4]1[N:5]([CH2:37][CH:38]2[O:42][CH2:41][CH2:40][O:39]2)[C:6]2[C:11]([C:12]=1[CH:13]1[CH2:18][CH2:17][CH2:16][CH2:15][CH2:14]1)=[CH:10][CH:9]=[C:8]([C:19]([O:21][CH3:22])=[O:20])[CH:7]=2. The yield is 0.690.